From a dataset of Full USPTO retrosynthesis dataset with 1.9M reactions from patents (1976-2016). Predict the reactants needed to synthesize the given product. (1) The reactants are: [CH2:1]([O:8][N:9]1[C:15](=[O:16])[N:14]2[CH2:17][C@H:10]1[CH2:11][CH2:12][C@H:13]2[C:18]([OH:20])=O)[C:2]1[CH:7]=[CH:6][CH:5]=[CH:4][CH:3]=1.[CH3:21][S:22]([NH:25][NH2:26])(=[O:24])=[O:23].ON1C2C=CC=CC=2N=N1.Cl.C(N=C=NCCCN(C)C)C. Given the product [CH2:1]([O:8][N:9]1[C:15](=[O:16])[N:14]2[CH2:17][C@H:10]1[CH2:11][CH2:12][C@@H:13]2[C:18]([NH:26][NH:25][S:22]([CH3:21])(=[O:24])=[O:23])=[O:20])[C:2]1[CH:3]=[CH:4][CH:5]=[CH:6][CH:7]=1, predict the reactants needed to synthesize it. (2) The reactants are: [Cl:1][C:2]1[CH:7]=[CH:6][C:5]([C:8]2[CH:12]=[C:11]([CH:13]3[O:18][CH2:17][CH:16]([CH2:19][CH2:20][C:21]4[CH:26]=[CH:25][CH:24]=[CH:23][CH:22]=4)[N:15](C(OC(C)(C)C)=O)[CH2:14]3)[N:10]([C:34]3[N:39]=[CH:38][CH:37]=[CH:36][N:35]=3)[N:9]=2)=[CH:4][CH:3]=1.C(O)(C(F)(F)F)=O. Given the product [Cl:1][C:2]1[CH:7]=[CH:6][C:5]([C:8]2[CH:12]=[C:11]([CH:13]3[O:18][CH2:17][CH:16]([CH2:19][CH2:20][C:21]4[CH:26]=[CH:25][CH:24]=[CH:23][CH:22]=4)[NH:15][CH2:14]3)[N:10]([C:34]3[N:35]=[CH:36][CH:37]=[CH:38][N:39]=3)[N:9]=2)=[CH:4][CH:3]=1, predict the reactants needed to synthesize it. (3) Given the product [Br:9][C:10]1[C:11]([O:4][CH2:3][C:2]([F:6])([F:5])[F:1])=[N:12][CH:13]=[C:14]([CH:38]=1)[C:15]([NH:17][CH2:18][CH2:19][NH:20][C:21]([C:23]1[C:24]([C:34]([F:37])([F:35])[F:36])=[N:25][N:26]([C:28]2[CH:33]=[CH:32][CH:31]=[CH:30][CH:29]=2)[CH:27]=1)=[O:22])=[O:16], predict the reactants needed to synthesize it. The reactants are: [F:1][C:2]([F:6])([F:5])[CH2:3][OH:4].[H-].[Na+].[Br:9][C:10]1[C:11](Cl)=[N:12][CH:13]=[C:14]([CH:38]=1)[C:15]([NH:17][CH2:18][CH2:19][NH:20][C:21]([C:23]1[C:24]([C:34]([F:37])([F:36])[F:35])=[N:25][N:26]([C:28]2[CH:33]=[CH:32][CH:31]=[CH:30][CH:29]=2)[CH:27]=1)=[O:22])=[O:16]. (4) Given the product [CH3:1][O:2][C:3]1[CH:10]=[CH:9][C:6]([CH2:7][NH:16][C:12]2[S:11][CH:15]=[N:14][N:13]=2)=[CH:5][CH:4]=1, predict the reactants needed to synthesize it. The reactants are: [CH3:1][O:2][C:3]1[CH:10]=[CH:9][C:6]([CH:7]=O)=[CH:5][CH:4]=1.[S:11]1[CH:15]=[N:14][N:13]=[C:12]1[NH2:16].[BH-](OC(C)=O)(OC(C)=O)OC(C)=O.[Na+]. (5) Given the product [CH3:17][O:11][C:10]([C:7]1[CH:8]=[CH:9][C:4]2[N:3]=[CH:2][S:1][C:5]=2[CH:6]=1)=[O:12], predict the reactants needed to synthesize it. The reactants are: [S:1]1[C:5]2[CH:6]=[C:7]([C:10]([OH:12])=[O:11])[CH:8]=[CH:9][C:4]=2[N:3]=[CH:2]1.S(Cl)(Cl)=O.[CH3:17]O. (6) Given the product [C:42]([O:41][CH2:40][C:38]1[CH:39]=[C:34]([CH2:33][N:15]2[C:16](=[O:17])[C:11]([O:10][C:8]3[CH:7]=[C:4]([CH:3]=[C:2]([Cl:1])[CH:9]=3)[C:5]#[N:6])=[C:12]([C:18]([F:19])([F:20])[F:21])[N:13]=[CH:14]2)[N:35]=[N:36][C:37]=1[O:46][CH3:47])([CH3:45])([CH3:44])[CH3:43], predict the reactants needed to synthesize it. The reactants are: [Cl:1][C:2]1[CH:3]=[C:4]([CH:7]=[C:8]([O:10][C:11]2[C:16](=[O:17])[NH:15][CH:14]=[N:13][C:12]=2[C:18]([F:21])([F:20])[F:19])[CH:9]=1)[C:5]#[N:6].C(OCC)(=O)C.CS(O[CH2:33][C:34]1[N:35]=[N:36][C:37]([O:46][CH3:47])=[C:38]([CH2:40][O:41][C:42]([CH3:45])([CH3:44])[CH3:43])[CH:39]=1)(=O)=O.O.